From a dataset of Aqueous solubility values for 9,982 compounds from the AqSolDB database. Regression/Classification. Given a drug SMILES string, predict its absorption, distribution, metabolism, or excretion properties. Task type varies by dataset: regression for continuous measurements (e.g., permeability, clearance, half-life) or binary classification for categorical outcomes (e.g., BBB penetration, CYP inhibition). For this dataset (solubility_aqsoldb), we predict Y. (1) The molecule is N#C[O-].[K+]. The Y is 0.966 log mol/L. (2) The molecule is CCCCP(=O)(CCCC)CCCC. The Y is -0.593 log mol/L. (3) The compound is ClC1=C(Cl)C2(Cl)C3C4OC4C(Cl)C3C1(Cl)C2(Cl)Cl. The Y is -6.29 log mol/L. (4) The drug is CCCCCCCOC(=O)c1ccc(N)cc1. The Y is -4.60 log mol/L. (5) The compound is C#CC1(O)CCC2C3CCC4=CC(=O)CCC4C3CCC21CC. The Y is -5.19 log mol/L. (6) The drug is O=C(O)/C=C/C(=O)O. The Y is -1.22 log mol/L. (7) The drug is C=CCc1ccc(OC)c(OC)c1. The Y is -2.55 log mol/L. (8) The drug is Cc1ccc(S(=O)(=O)N=c2sc(S(N)(=O)=O)nn2C)cc1. The Y is -2.84 log mol/L.